Dataset: Peptide-MHC class II binding affinity with 134,281 pairs from IEDB. Task: Regression. Given a peptide amino acid sequence and an MHC pseudo amino acid sequence, predict their binding affinity value. This is MHC class II binding data. The peptide sequence is LSSNDLAKYKANWIE. The MHC is HLA-DQA10501-DQB10201 with pseudo-sequence HLA-DQA10501-DQB10201. The binding affinity (normalized) is 0.334.